Dataset: Full USPTO retrosynthesis dataset with 1.9M reactions from patents (1976-2016). Task: Predict the reactants needed to synthesize the given product. Given the product [CH2:1]([O:3][C:4]([C:6]1[CH:7]=[C:8]2[C:13](=[CH:14][CH:15]=1)[NH:12][CH:11]([C:16]1[CH:21]=[CH:20][CH:19]=[C:18]([C:22]([O:24][CH3:25])=[O:23])[CH:17]=1)[C:10]([CH3:26])([CH3:27])[CH2:9]2)=[O:5])[CH3:2], predict the reactants needed to synthesize it. The reactants are: [CH2:1]([O:3][C:4]([C:6]1[CH:7]=[C:8]2[C:13](=[CH:14][CH:15]=1)[NH:12][CH:11]([C:16]1[CH:21]=[CH:20][CH:19]=[C:18]([C:22]([O:24][CH3:25])=[O:23])[CH:17]=1)[C:10]([CH3:27])([CH3:26])[CH:9]2O)=[O:5])[CH3:2].C([SiH](CC)CC)C.